From a dataset of Reaction yield outcomes from USPTO patents with 853,638 reactions. Predict the reaction yield, written as a fraction of the theoretical maximum amount of product (1.0 means a 100% yield; for example, 0.34 means a 34% yield). The reactants are [CH2:1]([CH:8]([C:13](O)(O)[C:14]([F:17])([F:16])[F:15])[C:9]([O:11]C)=O)[C:2]1[CH:7]=[CH:6][CH:5]=[CH:4][CH:3]=1.[CH2:20]([N:22]([C:34]1[CH:39]=[CH:38][CH:37]=[CH:36][CH:35]=1)[S:23]([C:26]1[CH:27]=[N:28][C:29]([NH:32][NH2:33])=[CH:30][CH:31]=1)(=[O:25])=[O:24])[CH3:21]. The catalyst is CO.C1(C)C=CC=CC=1.C(Cl)Cl. The product is [CH2:1]([C:8]1[C:9](=[O:11])[N:32]([C:29]2[N:28]=[CH:27][C:26]([S:23]([N:22]([CH2:20][CH3:21])[C:34]3[CH:39]=[CH:38][CH:37]=[CH:36][CH:35]=3)(=[O:25])=[O:24])=[CH:31][CH:30]=2)[NH:33][C:13]=1[C:14]([F:17])([F:16])[F:15])[C:2]1[CH:3]=[CH:4][CH:5]=[CH:6][CH:7]=1. The yield is 0.120.